This data is from Forward reaction prediction with 1.9M reactions from USPTO patents (1976-2016). The task is: Predict the product of the given reaction. (1) Given the reactants [N:1]([C@@H:4]1[CH2:8][N:7]([C:9](=[O:23])[C@@H:10]([NH:15][C:16](OC(C)(C)C)=[O:17])[C:11]([CH3:14])([CH3:13])[CH3:12])[C@H:6]([C:24]([O:26][CH3:27])=[O:25])[CH2:5]1)=[N+:2]=[N-:3].FC(F)(F)C(O)=O.[N:35]([C:42]([O:44][C:45]([CH3:48])([CH3:47])[CH3:46])=[O:43])([CH3:41])[C@H:36](C(O)=O)[CH3:37], predict the reaction product. The product is: [N:1]([C@@H:4]1[CH2:8][N:7]([C:9](=[O:23])[C@@H:10]([NH:15][C:16](=[O:17])[C@@H:36]([N:35]([C:42]([O:44][C:45]([CH3:46])([CH3:48])[CH3:47])=[O:43])[CH3:41])[CH3:37])[C:11]([CH3:12])([CH3:13])[CH3:14])[C@H:6]([C:24]([O:26][CH3:27])=[O:25])[CH2:5]1)=[N+:2]=[N-:3]. (2) The product is: [ClH:35].[CH2:15]([O:14][CH2:13][C@H:12]([O:11][C:7]1[CH:6]=[C:5]([C@H:3]([OH:4])[CH2:2][N:1]([CH2:3][C:5]2[CH:10]=[CH:9][CH:8]=[CH:7][CH:6]=2)[CH2:30][C:29]2[CH:32]=[CH:22][CH:12]=[CH:13][CH:31]=2)[CH:10]=[CH:9][CH:8]=1)[CH3:22])[C:16]1[CH:17]=[CH:18][CH:19]=[CH:20][CH:21]=1. Given the reactants [NH2:1][CH2:2][C@H:3]([C:5]1[CH:10]=[CH:9][CH:8]=[C:7]([O:11][C@H:12]([CH3:22])[CH2:13][O:14][CH2:15][C:16]2[CH:21]=[CH:20][CH:19]=[CH:18][CH:17]=2)[CH:6]=1)[OH:4].C(=O)([O-])[O-].[K+].[K+].[C:29](OC)([CH3:32])([CH3:31])[CH3:30].[ClH:35], predict the reaction product. (3) Given the reactants [CH2:1]([N:8]1[C:16](=[O:17])[C:15]2[C:10](=[CH:11][CH:12]=[CH:13][CH:14]=2)[CH:9]1[CH2:18][CH2:19][C:20](NC1SC=CN=1)=[O:21])[C:2]1[CH:7]=[CH:6][CH:5]=[CH:4][CH:3]=1.C1C=CC2N(O)N=NC=2C=1.CCN=C=NCCCN(C)C.[CH3:49][O:50][C:51](=[O:59])[C:52]1[CH:57]=[CH:56][C:55]([NH2:58])=[N:54][CH:53]=1.C([O-])(O)=O.[Na+], predict the reaction product. The product is: [CH3:49][O:50][C:51](=[O:59])[C:52]1[CH:57]=[CH:56][C:55]([NH:58][C:20](=[O:21])[CH2:19][CH2:18][CH:9]2[C:10]3[C:15](=[CH:14][CH:13]=[CH:12][CH:11]=3)[C:16](=[O:17])[N:8]2[CH2:1][C:2]2[CH:3]=[CH:4][CH:5]=[CH:6][CH:7]=2)=[N:54][CH:53]=1. (4) Given the reactants [Cl-].[NH4+].[CH3:3][O:4][C:5]1[C:10]([N+:11]([O-])=O)=[CH:9][N:8]=[C:7]([C:14]2[S:15][CH:16]=[CH:17][CH:18]=2)[CH:6]=1.C(O)C.O, predict the reaction product. The product is: [CH3:3][O:4][C:5]1[CH:6]=[C:7]([C:14]2[S:15][CH:16]=[CH:17][CH:18]=2)[N:8]=[CH:9][C:10]=1[NH2:11]. (5) Given the reactants N#N.C1(P(C2CCCCC2)C2C=CC=CC=2C2C(OC)=CC=CC=2OC)CCCCC1.[C:32]([O:35][CH2:36][C:37]1[O:41][N:40]=[C:39]([CH3:42])[C:38]=1Br)(=[O:34])[CH3:33].CCN(CC)CC.[CH3:51][C:52]1([CH3:59])[C:56]([CH3:58])([CH3:57])[O:55][BH:54][O:53]1, predict the reaction product. The product is: [C:32]([O:35][CH2:36][C:37]1[O:41][N:40]=[C:39]([CH3:42])[C:38]=1[B:54]1[O:55][C:56]([CH3:58])([CH3:57])[C:52]([CH3:59])([CH3:51])[O:53]1)(=[O:34])[CH3:33]. (6) Given the reactants Br[C:2]1[CH:3]=[C:4]2[C:8](=[CH:9][CH:10]=1)[NH:7][C:6](=[O:11])[CH2:5]2.[B:12]1([B:12]2[O:16][C:15]([CH3:18])([CH3:17])[C:14]([CH3:20])([CH3:19])[O:13]2)[O:16][C:15]([CH3:18])([CH3:17])[C:14]([CH3:20])([CH3:19])[O:13]1.CC([O-])=O.[K+], predict the reaction product. The product is: [CH3:19][C:14]1([CH3:20])[C:15]([CH3:18])([CH3:17])[O:16][B:12]([C:2]2[CH:3]=[C:4]3[C:8](=[CH:9][CH:10]=2)[NH:7][C:6](=[O:11])[CH2:5]3)[O:13]1. (7) Given the reactants [Cl:1][C:2]1[CH:7]=[CH:6][C:5]([O:8][C:9]([F:12])([F:11])[F:10])=[CH:4][C:3]=1[CH2:13][OH:14].[Br:15]Br, predict the reaction product. The product is: [Br:15][C:6]1[C:5]([O:8][C:9]([F:11])([F:12])[F:10])=[CH:4][C:3]([CH2:13][OH:14])=[C:2]([Cl:1])[CH:7]=1.